The task is: Predict the product of the given reaction.. This data is from Forward reaction prediction with 1.9M reactions from USPTO patents (1976-2016). (1) Given the reactants [CH3:1][O:2][C:3]1[CH:4]=[C:5]([Mg]Br)[CH:6]=[CH:7][C:8]=1[O:9][CH3:10].[C:13]1(=[O:23])[O:18][C:16](=[O:17])[C@H:15]2[CH2:19][CH:20]=[CH:21][CH2:22][C@@H:14]12.[NH4+].[Cl-].Cl, predict the reaction product. The product is: [CH3:1][O:2][C:3]1[CH:4]=[C:5]([CH:6]=[CH:7][C:8]=1[O:9][CH3:10])[C:13]([CH:14]1[CH:15]([C:16]([OH:18])=[O:17])[CH2:19][CH:20]=[CH:21][CH2:22]1)=[O:23]. (2) Given the reactants [CH3:1][C:2]1[N:10]([CH2:11][C:12]([O:14]CC)=[O:13])[C:9]2[CH2:8][CH2:7][NH:6][C:5](=[O:17])[C:4]=2[C:3]=1[CH2:18][C:19]1[CH:24]=[CH:23][CH:22]=[CH:21][C:20]=1[S:25]([N:28]1[CH2:32][CH2:31][CH2:30][CH2:29]1)(=[O:27])=[O:26].[Li+].[OH-].Cl, predict the reaction product. The product is: [CH3:1][C:2]1[N:10]([CH2:11][C:12]([OH:14])=[O:13])[C:9]2[CH2:8][CH2:7][NH:6][C:5](=[O:17])[C:4]=2[C:3]=1[CH2:18][C:19]1[CH:24]=[CH:23][CH:22]=[CH:21][C:20]=1[S:25]([N:28]1[CH2:29][CH2:30][CH2:31][CH2:32]1)(=[O:26])=[O:27]. (3) Given the reactants [Cl:1][C:2]1[CH:7]=[CH:6][C:5]([C:8]([F:11])([F:10])[F:9])=[CH:4][C:3]=1[NH:12][CH:13]=[C:14]([C:20]([O:22]CC)=O)[C:15]([O:17]CC)=[O:16].CC(O)C.O.[OH-].[Na+], predict the reaction product. The product is: [Cl:1][C:2]1[CH:7]=[CH:6][C:5]([C:8]([F:9])([F:10])[F:11])=[C:4]2[C:3]=1[NH:12][CH:13]=[C:14]([C:15]([OH:17])=[O:16])[C:20]2=[O:22].